Dataset: Forward reaction prediction with 1.9M reactions from USPTO patents (1976-2016). Task: Predict the product of the given reaction. (1) Given the reactants CO[C:3](=[O:29])[C:4]1[CH:9]=[C:8]([C:10]2[N:11]([CH2:16][CH2:17][O:18][CH2:19][Si:20]([CH3:23])([CH3:22])[CH3:21])[N:12]=[C:13]([CH3:15])[CH:14]=2)[C:7]([C:24]([F:27])([F:26])[F:25])=[CH:6][C:5]=1[NH2:28].CC[N:32]([CH2:35]C)CC.[CH3:37][S:38]([NH:41]N)(=[O:40])=[O:39].[OH-:43].[Na+], predict the reaction product. The product is: [CH3:15][C:13]1[CH:14]=[C:10]([C:8]2[CH:9]=[C:4]3[C:5](=[CH:6][C:7]=2[C:24]([F:26])([F:25])[F:27])[NH:28][C:35](=[O:43])[N:32]([NH:41][S:38]([CH3:37])(=[O:40])=[O:39])[C:3]3=[O:29])[N:11]([CH2:16][CH2:17][O:18][CH2:19][Si:20]([CH3:22])([CH3:23])[CH3:21])[N:12]=1. (2) Given the reactants [C:1]1([S:7]([N:10]2[C:18]3[C:13](=[N:14][CH:15]=[C:16]([C:19]4[C:20]([CH3:25])=[N:21][O:22][C:23]=4[CH3:24])[CH:17]=3)[C:12](I)=[CH:11]2)(=[O:9])=[O:8])[CH:6]=[CH:5][CH:4]=[CH:3][CH:2]=1.[CH2:27]([OH:30])[C:28]#[CH:29].C1(P(C2C=CC=CC=2)C2C=CC=CC=2)C=CC=CC=1.O, predict the reaction product. The product is: [C:1]1([S:7]([N:10]2[C:18]3[C:13](=[N:14][CH:15]=[C:16]([C:19]4[C:20]([CH3:25])=[N:21][O:22][C:23]=4[CH3:24])[CH:17]=3)[C:12]([C:29]#[C:28][CH2:27][OH:30])=[CH:11]2)(=[O:9])=[O:8])[CH:6]=[CH:5][CH:4]=[CH:3][CH:2]=1. (3) Given the reactants [CH2:1]([O:8][C:9]([CH:11]1[CH2:16][CH2:15][C:14]([F:18])([F:17])[CH2:13][CH2:12]1)=[O:10])[C:2]1[CH:7]=[CH:6][CH:5]=[CH:4][CH:3]=1.C[Si]([N-][Si](C)(C)C)(C)C.[K+].C1(C2[O:37]N2S(C2C=CC=CC=2)(=O)=O)C=CC=CC=1.C(Cl)(Cl)Cl, predict the reaction product. The product is: [F:18][C:14]1([F:17])[CH2:15][CH2:16][C:11]([OH:37])([C:9]([O:8][CH2:1][C:2]2[CH:3]=[CH:4][CH:5]=[CH:6][CH:7]=2)=[O:10])[CH2:12][CH2:13]1. (4) Given the reactants [NH3:1].C[O:3][C:4]([C@@H:6]1[O:10][C:9](=[O:11])[N:8]([C:12]2[CH:13]=[C:14]3[C:18](=[C:19]([F:21])[CH:20]=2)[N:17]([CH2:22][CH2:23][CH3:24])[C:16](=[O:25])[CH2:15]3)[CH2:7]1)=O, predict the reaction product. The product is: [F:21][C:19]1[CH:20]=[C:12]([N:8]2[CH2:7][C@H:6]([C:4]([NH2:1])=[O:3])[O:10][C:9]2=[O:11])[CH:13]=[C:14]2[C:18]=1[N:17]([CH2:22][CH2:23][CH3:24])[C:16](=[O:25])[CH2:15]2. (5) Given the reactants C[O:2][C:3](=[O:30])[CH2:4][C:5]1[S:9][C:8]([NH:10][C:11]([C:24]2[CH:29]=[CH:28][CH:27]=[CH:26][CH:25]=2)([C:18]2[CH:23]=[CH:22][CH:21]=[CH:20][CH:19]=2)[C:12]2[CH:17]=[CH:16][CH:15]=[CH:14][CH:13]=2)=[N:7][CH:6]=1.[Na], predict the reaction product. The product is: [C:11]([NH:10][C:8]1[S:9][C:5]([CH2:4][C:3]([OH:30])=[O:2])=[CH:6][N:7]=1)([C:24]1[CH:29]=[CH:28][CH:27]=[CH:26][CH:25]=1)([C:18]1[CH:19]=[CH:20][CH:21]=[CH:22][CH:23]=1)[C:12]1[CH:17]=[CH:16][CH:15]=[CH:14][CH:13]=1.